Task: Predict the reaction yield, written as a fraction of the theoretical maximum amount of product (1.0 means a 100% yield; for example, 0.34 means a 34% yield).. Dataset: Reaction yield outcomes from USPTO patents with 853,638 reactions (1) The reactants are [C:1]([C:3]1[C:8]2[S:9][CH:10]=[CH:11][C:7]=2[C:6]([NH:12][C@H:13]([C@@H:17]([OH:19])[CH3:18])[C:14]([OH:16])=O)=[CH:5][CH:4]=1)#[N:2].[C:20]([NH:28][NH2:29])(=[O:27])[C:21]1[CH:26]=[CH:25][CH:24]=[CH:23][CH:22]=1.C1C=CC2N(O)N=NC=2C=1.C(Cl)CCl.CCN(CC)CC. The catalyst is C1COCC1.CN(C=O)C. The product is [C:1]([C:3]1[C:8]2[S:9][CH:10]=[CH:11][C:7]=2[C:6]([NH:12][C@H:13]([C@@H:17]([OH:19])[CH3:18])[C:14]([NH:29][NH:28][C:20](=[O:27])[C:21]2[CH:26]=[CH:25][CH:24]=[CH:23][CH:22]=2)=[O:16])=[CH:5][CH:4]=1)#[N:2]. The yield is 0.760. (2) The catalyst is C1COCC1. The yield is 0.710. The product is [NH2:1][C:2]1[C:3]([F:12])=[CH:4][C:5]([F:11])=[C:6]([CH:10]=1)[C:7]([NH:15][CH3:14])=[O:8]. The reactants are [NH2:1][C:2]1[C:3]([F:12])=[CH:4][C:5]([F:11])=[C:6]([CH:10]=1)[C:7](O)=[O:8].Cl.[CH3:14][N:15](C)CCCN=C=NCC.ON1C2C=CC=CC=2N=N1.C(N(C(C)C)CC)(C)C.Cl.CNO. (3) The reactants are [CH3:1][O:2][C:3](=[O:20])[C:4]1[CH:9]=[C:8]([F:10])[CH:7]=[CH:6][C:5]=1B1OC(C)(C)C(C)(C)O1.Cl[C:22]1[N:27]=[CH:26][CH:25]=[CH:24][N:23]=1.C(=O)([O-])[O-].[Na+].[Na+]. The catalyst is O. The product is [CH3:1][O:2][C:3](=[O:20])[C:4]1[CH:9]=[C:8]([F:10])[CH:7]=[CH:6][C:5]=1[C:22]1[N:27]=[CH:26][CH:25]=[CH:24][N:23]=1. The yield is 0.350. (4) The reactants are [CH2:1]([N:4]1[C:10](=[O:11])[C:9]2[CH:12]=[CH:13][CH:14]=[CH:15][C:8]=2[O:7][C:6]2[CH:16]=[CH:17][CH:18]=[CH:19][C:5]1=2)[C:2]#[CH:3].I[C:21]1[CH:30]=[CH:29][C:24]([C:25]([O:27][CH3:28])=[O:26])=[CH:23][CH:22]=1.C(N(CC)CC)C.C(OCC)(=O)C. The catalyst is C(#N)C.[Cu](I)I.Cl[Pd](Cl)([P](C1C=CC=CC=1)(C1C=CC=CC=1)C1C=CC=CC=1)[P](C1C=CC=CC=1)(C1C=CC=CC=1)C1C=CC=CC=1. The product is [O:11]=[C:10]1[C:9]2[CH:12]=[CH:13][CH:14]=[CH:15][C:8]=2[O:7][C:6]2[CH:16]=[CH:17][CH:18]=[CH:19][C:5]=2[N:4]1[CH2:1][C:2]#[C:3][C:21]1[CH:30]=[CH:29][C:24]([C:25]([O:27][CH3:28])=[O:26])=[CH:23][CH:22]=1. The yield is 0.600. (5) The reactants are Br[C:2]1[CH:8]=[CH:7][CH:6]=[C:5](Br)[C:3]=1[NH2:4].[C:10]1(B(O)O)[CH:15]=[CH:14][CH:13]=[CH:12][CH:11]=1.C([O-])([O-])=O.[Na+].[Na+]. The catalyst is C1(C)C=CC=CC=1.CCO.O.CCOCC.C1C=CC([P]([Pd]([P](C2C=CC=CC=2)(C2C=CC=CC=2)C2C=CC=CC=2)([P](C2C=CC=CC=2)(C2C=CC=CC=2)C2C=CC=CC=2)[P](C2C=CC=CC=2)(C2C=CC=CC=2)C2C=CC=CC=2)(C2C=CC=CC=2)C2C=CC=CC=2)=CC=1. The product is [C:2]1([C:11]2[C:10]([C:2]3[CH:8]=[CH:7][CH:6]=[CH:5][CH:3]=3)=[CH:15][CH:14]=[CH:13][CH:12]=2)[C:3]([NH2:4])=[CH:5][CH:6]=[CH:7][CH:8]=1. The yield is 0.900. (6) The reactants are Cl.[F:2][C:3]1([F:13])[CH2:7][NH:6][C@@H:5]([CH2:8][CH2:9][C:10]([OH:12])=[O:11])[CH2:4]1.Br[CH2:15][C:16]1[NH:21][C:20]([C:22]2[S:23][CH:24]=[CH:25][N:26]=2)=[N:19][C@@H:18]([C:27]2[CH:32]=[CH:31][C:30]([Cl:33])=[CH:29][C:28]=2[Cl:34])[C:17]=1[C:35]([O:37][CH2:38][CH3:39])=[O:36].C(=O)([O-])[O-].[K+].[K+]. The catalyst is C(O)C. The product is [Cl:34][C:28]1[CH:29]=[C:30]([Cl:33])[CH:31]=[CH:32][C:27]=1[C@@H:18]1[N:19]=[C:20]([C:22]2[S:23][CH:24]=[CH:25][N:26]=2)[NH:21][C:16]([CH2:15][N:6]2[CH2:7][C:3]([F:2])([F:13])[CH2:4][C@@H:5]2[CH2:8][CH2:9][C:10]([OH:12])=[O:11])=[C:17]1[C:35]([O:37][CH2:38][CH3:39])=[O:36]. The yield is 0.620. (7) The reactants are [N:1]1([CH2:7][CH2:8][O:9][C:10]2[CH:15]=[CH:14][C:13]([OH:16])=[CH:12][CH:11]=2)[CH2:6][CH2:5][CH2:4][CH2:3][CH2:2]1.C(OC1C=CC(OCC[N:32]2C[CH2:36][CH2:35][CH2:34][CH2:33]2)=CC=1)C1C=CC=CC=1.C(O)C.[C:43]([O:46][CH2:47][CH3:48])(=O)C. The catalyst is [Pd]. The product is [N:1]1([CH2:7][CH2:8][O:9][C:10]2[CH:11]=[CH:12][C:13]([O:16][C:43]3[O:46][C:47]4[CH:48]=[CH:36][CH:35]=[CH:34][C:33]=4[N:32]=3)=[CH:14][CH:15]=2)[CH2:2][CH2:3][CH2:4][CH2:5][CH2:6]1. The yield is 0.880. (8) The reactants are [C:1]([C:3]1[CH:31]=[CH:30][C:6]([C:7]([NH:9][CH2:10][CH2:11][NH:12][C:13]([C:15]2[C:16]([C:26]([F:29])([F:28])[F:27])=[N:17][N:18]([C:20]3[CH:25]=[CH:24][CH:23]=[CH:22][CH:21]=3)[CH:19]=2)=[O:14])=[O:8])=[CH:5][N:4]=1)#[N:2].C(=O)(O)[O-].[Na+].Cl.[NH2:38][OH:39].CCO. The catalyst is CCOC(C)=O. The product is [OH:39][N:38]=[C:1]([C:3]1[CH:31]=[CH:30][C:6]([C:7]([NH:9][CH2:10][CH2:11][NH:12][C:13]([C:15]2[C:16]([C:26]([F:28])([F:27])[F:29])=[N:17][N:18]([C:20]3[CH:25]=[CH:24][CH:23]=[CH:22][CH:21]=3)[CH:19]=2)=[O:14])=[O:8])=[CH:5][N:4]=1)[NH2:2]. The yield is 0.650. (9) The reactants are [Br:1][C:2]1[C:7]([O:8][CH2:9][CH:10]([NH:15]C(=O)OC(C)(C)C)[CH2:11][CH:12]([CH3:14])[CH3:13])=[CH:6][C:5]2[O:23][CH2:24][C:25]3[C:30]([C:4]=2[CH:3]=1)=[CH:29][CH:28]=[N:27][CH:26]=3.Cl.C(OCC)C. The catalyst is ClCCl. The product is [Br:1][C:2]1[C:7]([O:8][CH2:9][CH:10]([NH2:15])[CH2:11][CH:12]([CH3:14])[CH3:13])=[CH:6][C:5]2[O:23][CH2:24][C:25]3[C:30]([C:4]=2[CH:3]=1)=[CH:29][CH:28]=[N:27][CH:26]=3. The yield is 0.450. (10) The reactants are [C:1]([O:4][CH2:5][CH:6]1[CH2:11][CH:10]([OH:12])[CH2:9][CH2:8][N:7]1[C:13]([O:15][C:16]([CH3:19])([CH3:18])[CH3:17])=[O:14])(=[O:3])[CH3:2].[Cr](Cl)([O-])(=O)=O.[NH+]1C=CC=CC=1. The catalyst is ClCCl. The product is [C:1]([O:4][CH2:5][CH:6]1[CH2:11][C:10](=[O:12])[CH2:9][CH2:8][N:7]1[C:13]([O:15][C:16]([CH3:19])([CH3:18])[CH3:17])=[O:14])(=[O:3])[CH3:2]. The yield is 0.430.